From a dataset of Reaction yield outcomes from USPTO patents with 853,638 reactions. Predict the reaction yield, written as a fraction of the theoretical maximum amount of product (1.0 means a 100% yield; for example, 0.34 means a 34% yield). The reactants are [N+:1]([C:4]1[C:13]2[C:12](=[O:14])O[C:10]([CH3:15])=[N:9][C:8]=2[CH:7]=[CH:6][CH:5]=1)([O-:3])=[O:2].Cl.[NH2:17][CH:18]1[CH2:23][CH2:22][C:21](=[O:24])[NH:20][C:19]1=[O:25].CO. The catalyst is N1C=CC=CC=1. The product is [CH3:15][C:10]1[N:17]([CH:18]2[CH2:23][CH2:22][C:21](=[O:24])[NH:20][C:19]2=[O:25])[C:12](=[O:14])[C:13]2[C:8](=[CH:7][CH:6]=[CH:5][C:4]=2[N+:1]([O-:3])=[O:2])[N:9]=1. The yield is 0.270.